The task is: Predict the reactants needed to synthesize the given product.. This data is from Full USPTO retrosynthesis dataset with 1.9M reactions from patents (1976-2016). (1) Given the product [CH2:1]([O:3][C:4]([C:6]1[C:15]2[C:10](=[CH:11][C:12]([O:17][CH3:18])=[C:13]([O:16][CH2:38][CH2:39][CH2:40][OH:41])[CH:14]=2)[C:9]([C:19](=[O:30])[C:20]2[CH:25]=[CH:24][CH:23]=[C:22]([O:26][CH:27]([CH3:29])[CH3:28])[CH:21]=2)=[N:8][CH:7]=1)=[O:5])[CH3:2], predict the reactants needed to synthesize it. The reactants are: [CH2:1]([O:3][C:4]([C:6]1[C:15]2[C:10](=[CH:11][C:12]([O:17][CH3:18])=[C:13]([OH:16])[CH:14]=2)[C:9]([C:19](=[O:30])[C:20]2[CH:25]=[CH:24][CH:23]=[C:22]([O:26][CH:27]([CH3:29])[CH3:28])[CH:21]=2)=[N:8][CH:7]=1)=[O:5])[CH3:2].C(=O)([O-])[O-].[K+].[K+].Br[CH2:38][CH2:39][CH2:40][OH:41]. (2) The reactants are: [OH:1][C:2]1[CH:3]=[CH:4][C:5]2[O:10][CH2:9][C@H:8]([CH2:11][OH:12])[O:7][C:6]=2[CH:13]=1.[H-].[Na+].[Cl:16][C:17]([CH2:19]Cl)=[CH2:18]. Given the product [Cl:16][C:17](=[CH2:18])[CH2:19][O:1][C:2]1[CH:3]=[CH:4][C:5]2[O:10][CH2:9][CH:8]([CH2:11][OH:12])[O:7][C:6]=2[CH:13]=1, predict the reactants needed to synthesize it. (3) Given the product [CH3:11][C:12]1[CH:16]=[CH:15][NH:14][C:13]=1[CH:17]=[C:3]1[C:4]2[C:9](=[CH:8][CH:7]=[CH:6][CH:5]=2)[NH:1][C:2]1=[O:10], predict the reactants needed to synthesize it. The reactants are: [NH:1]1[C:9]2[C:4](=[CH:5][CH:6]=[CH:7][CH:8]=2)[CH2:3][C:2]1=[O:10].[CH3:11][C:12]1[CH:16]=[CH:15][NH:14][C:13]=1[CH:17]=O. (4) Given the product [Cl:11][C:12]1[CH:13]=[C:14]([C:15]([N:4]2[C:5]3[CH:10]=[CH:9][CH:8]=[CH:7][C:6]=3[O:1][CH2:2][CH2:3]2)=[O:16])[CH:18]=[C:19]([N+:22]([O-:24])=[O:23])[C:20]=1[OH:21], predict the reactants needed to synthesize it. The reactants are: [O:1]1[C:6]2[CH:7]=[CH:8][CH:9]=[CH:10][C:5]=2[NH:4][CH2:3][CH2:2]1.[Cl:11][C:12]1[CH:13]=[C:14]([CH:18]=[C:19]([N+:22]([O-:24])=[O:23])[C:20]=1[OH:21])[C:15](Cl)=[O:16]. (5) Given the product [NH2:60][C@@H:12]1[CH2:16][CH2:15][N:14]([C:17]([C:19]2[CH:27]=[C:26]3[C:22]([C:23]([S:45]([CH3:44])(=[O:47])=[O:46])=[CH:24][N:25]3[C:28]3[N:29]=[CH:30][C:31]([C:34]4[CH:39]=[CH:38][CH:37]=[CH:36][C:35]=4[F:40])=[CH:32][N:33]=3)=[CH:21][CH:20]=2)=[O:18])[CH2:13]1, predict the reactants needed to synthesize it. The reactants are: CC1C=CC(S(O[C@H:12]2[CH2:16][CH2:15][N:14]([C:17]([C:19]3[CH:27]=[C:26]4[C:22]([C:23](S(C)=O)=[CH:24][N:25]4[C:28]4[N:33]=[CH:32][C:31]([C:34]5[CH:39]=[CH:38][CH:37]=[CH:36][C:35]=5[F:40])=[CH:30][N:29]=4)=[CH:21][CH:20]=3)=[O:18])[CH2:13]2)(=O)=O)=CC=1.[CH3:44][S:45](C)(=[O:47])=[O:46].ClC1C=C(C=CC=1)C(OO)=O.[N-:60]=[N+]=[N-].[Na+]. (6) Given the product [Cl:10][NH:9][C:1](=[O:8])[C:2]1[CH:7]=[CH:6][CH:5]=[N:4][CH:3]=1, predict the reactants needed to synthesize it. The reactants are: [C:1]([NH2:9])(=[O:8])[C:2]1[CH:7]=[CH:6][CH:5]=[N:4][CH:3]=1.[Cl:10][O-].[Na+].[OH-].[Na+]. (7) Given the product [CH3:20][C:16]1[NH:17][C:18](=[O:19])[C:13]([C:11]2[N:12]=[C:8]([C:6]3[CH:5]=[CH:4][N:3]=[C:2]([NH:33][CH2:26][C:27]4[CH:32]=[CH:31][CH:30]=[CH:29][CH:28]=4)[CH:7]=3)[S:9][CH:10]=2)=[CH:14][C:15]=1[C:21]([O:23][CH2:24][CH3:25])=[O:22], predict the reactants needed to synthesize it. The reactants are: Cl[C:2]1[CH:7]=[C:6]([C:8]2[S:9][CH:10]=[C:11]([C:13]3[C:18](=[O:19])[NH:17][C:16]([CH3:20])=[C:15]([C:21]([O:23][CH2:24][CH3:25])=[O:22])[CH:14]=3)[N:12]=2)[CH:5]=[CH:4][N:3]=1.[CH2:26]([NH2:33])[C:27]1[CH:32]=[CH:31][CH:30]=[CH:29][CH:28]=1.